Regression. Given a peptide amino acid sequence and an MHC pseudo amino acid sequence, predict their binding affinity value. This is MHC class I binding data. From a dataset of Peptide-MHC class I binding affinity with 185,985 pairs from IEDB/IMGT. (1) The peptide sequence is PAPNYKFA. The MHC is Mamu-A01 with pseudo-sequence Mamu-A01. The binding affinity (normalized) is 0.203. (2) The peptide sequence is FVNRYGVAY. The MHC is HLA-A31:01 with pseudo-sequence HLA-A31:01. The binding affinity (normalized) is 0.0847.